Dataset: Catalyst prediction with 721,799 reactions and 888 catalyst types from USPTO. Task: Predict which catalyst facilitates the given reaction. (1) Reactant: [CH2:1]([O:8][C:9]1[CH:14]=[CH:13][N:12]=[C:11](Cl)[N:10]=1)[C:2]1[CH:7]=[CH:6][CH:5]=[CH:4][CH:3]=1.[CH3:16][N:17]1[CH2:22][CH2:21][NH:20][CH2:19][CH2:18]1. Product: [CH2:1]([O:8][C:9]1[CH:14]=[CH:13][N:12]=[C:11]([N:20]2[CH2:21][CH2:22][N:17]([CH3:16])[CH2:18][CH2:19]2)[N:10]=1)[C:2]1[CH:7]=[CH:6][CH:5]=[CH:4][CH:3]=1. The catalyst class is: 3. (2) Reactant: [O:1]=[C:2]1[C:14]2[C:9](=[N:10][C:11](C#N)=[C:12]([C:15]#[N:16])[N:13]=2)[C:8]2[CH:7]=[CH:6][CH:5]=[CH:4][C:3]1=2.C([O-])(=O)C.[NH4+:23].[O-]S([O-])(=O)=O.[Na+].[Na+]. Product: [NH2:23][C:11]1[N:10]=[C:9]2[C:8]3[CH:7]=[CH:6][CH:5]=[CH:4][C:3]=3[C:2](=[O:1])[C:14]2=[N:13][C:12]=1[C:15]#[N:16]. The catalyst class is: 1.